Dataset: Full USPTO retrosynthesis dataset with 1.9M reactions from patents (1976-2016). Task: Predict the reactants needed to synthesize the given product. Given the product [C:68]([NH:1][CH2:2][C@H:3]1[O:7][CH:6]([O:8][C@@H:9]([C@@H:49]2[C@@H:53]([OH:54])[C@@H:52]([OH:55])[C@H:51]([N:56]3[CH:61]=[CH:60][C:59](=[O:62])[NH:58][C:57]3=[O:63])[O:50]2)[CH:10]([C:46]([OH:48])=[O:47])[NH:11][CH2:12][CH2:13][CH2:14][NH:15][C:16](=[O:45])[CH:17]([CH:40]([OH:44])[CH:41]([CH3:42])[CH3:43])[NH:18][C:19](=[O:39])[CH:20]([CH:32]2[CH2:37][CH2:36][NH:35][C:34](=[NH:38])[NH:33]2)[NH:21][C:22](=[O:31])[NH:23][CH:24]([CH:28]([CH3:29])[CH3:30])[C:25]([OH:27])=[O:26])[C@H:5]([O:64][CH3:65])[C@H:4]1[OH:66])(=[O:72])[CH3:69], predict the reactants needed to synthesize it. The reactants are: [NH2:1][CH2:2][CH:3]1[O:7][CH:6]([O:8][CH:9]([CH:49]2[CH:53]([OH:54])[CH:52]([OH:55])[CH:51]([N:56]3[CH:61]=[CH:60][C:59](=[O:62])[NH:58][C:57]3=[O:63])[O:50]2)[CH:10]([C:46]([OH:48])=[O:47])[NH:11][CH2:12][CH2:13][CH2:14][NH:15][C:16](=[O:45])[CH:17]([CH:40]([OH:44])[CH:41]([CH3:43])[CH3:42])[NH:18][C:19](=[O:39])[CH:20]([CH:32]2[CH2:37][CH2:36][NH:35][C:34](=[NH:38])[NH:33]2)[NH:21][C:22](=[O:31])[NH:23][CH:24]([CH:28]([CH3:30])[CH3:29])[C:25]([OH:27])=[O:26])[CH:5]([O:64][CH3:65])[CH:4]1[OH:66].O.[CH2:68]([OH:72])[CH2:69]CC.